From a dataset of Full USPTO retrosynthesis dataset with 1.9M reactions from patents (1976-2016). Predict the reactants needed to synthesize the given product. (1) Given the product [CH3:1][O:2][C:3]1[CH:9]=[CH:8][C:6]([NH:7][C:18](=[O:19])[O:20][C:21]2[CH:26]=[CH:25][CH:24]=[CH:23][CH:22]=2)=[C:5]([CH3:10])[CH:4]=1, predict the reactants needed to synthesize it. The reactants are: [CH3:1][O:2][C:3]1[CH:9]=[CH:8][C:6]([NH2:7])=[C:5]([CH3:10])[CH:4]=1.N1C=CC=CC=1.Cl[C:18]([O:20][C:21]1[CH:26]=[CH:25][CH:24]=[CH:23][CH:22]=1)=[O:19]. (2) Given the product [CH3:29][C:30]1[C:34]([N:35]2[CH2:6][CH2:5][CH:4]([N:7]3[CH2:11][CH2:10][C@@H:9]([NH:12][C:13](=[O:28])[CH2:14][C:15]4[NH:16][C:17]5[CH:23]=[CH:22][CH:21]=[C:20]([C:24]([F:27])([F:25])[F:26])[C:18]=5[N:19]=4)[CH2:8]3)[CH2:37][CH2:36]2)=[C:33]([CH3:42])[O:32][N:31]=1, predict the reactants needed to synthesize it. The reactants are: O1[CH2:6][CH2:5][CH:4]([N:7]2[CH2:11][CH2:10][C@@H:9]([NH:12][C:13](=[O:28])[CH2:14][C:15]3[NH:19][C:18]4[C:20]([C:24]([F:27])([F:26])[F:25])=[CH:21][CH:22]=[CH:23][C:17]=4[N:16]=3)[CH2:8]2)CC1.[CH3:29][C:30]1[C:34]([N:35]2CCC(=O)[CH2:37][CH2:36]2)=[C:33]([CH3:42])[O:32][N:31]=1.O1CCC(=O)CC1.